This data is from Catalyst prediction with 721,799 reactions and 888 catalyst types from USPTO. The task is: Predict which catalyst facilitates the given reaction. Reactant: [F:1][CH:2]([F:23])[O:3][C:4]1[C:5]([OH:22])=[C:6]([C:12]2[CH:20]=[CH:19][CH:18]=[C:17]3[C:13]=2[CH2:14][CH2:15][C:16]3=[O:21])[CH:7]=[CH:8][C:9]=1[O:10][CH3:11].C(=O)([O-])[O-].[K+].[K+].Br[CH2:31][C:32]1([CH2:36][O:37][CH3:38])[CH2:35][O:34][CH2:33]1. Product: [F:1][CH:2]([F:23])[O:3][C:4]1[C:5]([O:22][CH2:31][C:32]2([CH2:36][O:37][CH3:38])[CH2:35][O:34][CH2:33]2)=[C:6]([C:12]2[CH:20]=[CH:19][CH:18]=[C:17]3[C:13]=2[CH2:14][CH2:15][C:16]3=[O:21])[CH:7]=[CH:8][C:9]=1[O:10][CH3:11]. The catalyst class is: 10.